This data is from Reaction yield outcomes from USPTO patents with 853,638 reactions. The task is: Predict the reaction yield, written as a fraction of the theoretical maximum amount of product (1.0 means a 100% yield; for example, 0.34 means a 34% yield). (1) The reactants are [Cl-].O[NH3+].[C:4](=[O:7])([O-])[OH:5].[Na+].[CH2:9]([C:11]1[S:42][C:14]2[N:15]([CH2:27][C:28]3[CH:33]=[CH:32][C:31]([C:34]4[C:35]([C:40]#[N:41])=[CH:36][CH:37]=[CH:38][CH:39]=4)=[CH:30][CH:29]=3)[C:16](=[O:26])[N:17]([CH2:18][CH2:19][C:20]3[CH:25]=[CH:24][CH:23]=[CH:22][CH:21]=3)[C:13]=2[CH:12]=1)[CH3:10].[N:43]12CCCN=C1CCCCC2. The catalyst is C(Cl)(Cl)Cl.C(Cl)Cl.CS(C)=O. The product is [CH2:9]([C:11]1[S:42][C:14]2[N:15]([CH2:27][C:28]3[CH:29]=[CH:30][C:31]([C:34]4[CH:39]=[CH:38][CH:37]=[CH:36][C:35]=4[C:40]4[NH:43][C:4](=[O:7])[O:5][N:41]=4)=[CH:32][CH:33]=3)[C:16](=[O:26])[N:17]([CH2:18][CH2:19][C:20]3[CH:21]=[CH:22][CH:23]=[CH:24][CH:25]=3)[C:13]=2[CH:12]=1)[CH3:10]. The yield is 0.360. (2) The reactants are [CH3:1][N:2]([CH3:34])[CH2:3][CH2:4][N:5]([CH3:33])[C:6]1[C:11]([N+:12]([O-])=O)=[CH:10][C:9]([NH:15][C:16]2[N:21]=[C:20]([C:22]3[CH:23]=[N:24][N:25]4[CH:30]=[CH:29][CH:28]=[CH:27][C:26]=34)[CH:19]=[CH:18][N:17]=2)=[C:8]([O:31][CH3:32])[CH:7]=1.[NH4+].[Cl-].C(O)C. The catalyst is [Fe].O. The product is [CH3:34][N:2]([CH3:1])[CH2:3][CH2:4][N:5]([CH3:33])[C:6]1[C:11]([NH2:12])=[CH:10][C:9]([NH:15][C:16]2[N:21]=[C:20]([C:22]3[CH:23]=[N:24][N:25]4[CH:30]=[CH:29][CH:28]=[CH:27][C:26]=34)[CH:19]=[CH:18][N:17]=2)=[C:8]([O:31][CH3:32])[CH:7]=1. The yield is 0.780. (3) The reactants are [OH:1][CH2:2][CH2:3][NH:4][C:5]([C@H:7]([NH:9][C:10]([C:12]1[C:20]2[C:15](=[N:16][CH:17]=[C:18]([C:21]3[C:29]4[C:24](=[CH:25][C:26]([F:30])=[CH:27][CH:28]=4)[N:23]([CH3:31])[N:22]=3)[N:19]=2)[N:14]([CH2:32][O:33][CH2:34][CH2:35][Si:36]([CH3:39])([CH3:38])[CH3:37])[CH:13]=1)=[O:11])[CH3:8])=O.CCN(S(F)(F)F)CC.C(=O)([O-])[O-].[K+].[K+]. The catalyst is ClCCl. The product is [O:1]1[CH2:2][CH2:3][N:4]=[C:5]1[C@H:7]([NH:9][C:10]([C:12]1[C:20]2[C:15](=[N:16][CH:17]=[C:18]([C:21]3[C:29]4[C:24](=[CH:25][C:26]([F:30])=[CH:27][CH:28]=4)[N:23]([CH3:31])[N:22]=3)[N:19]=2)[N:14]([CH2:32][O:33][CH2:34][CH2:35][Si:36]([CH3:38])([CH3:37])[CH3:39])[CH:13]=1)=[O:11])[CH3:8]. The yield is 0.710. (4) The yield is 0.660. The product is [C:22]1([C@H:3]([NH:2][C:28]([O:29][C@@H:30]2[CH:35]3[CH2:36][CH2:37][N:32]([CH2:33][CH2:34]3)[CH2:31]2)=[O:38])[C:4]2[CH:5]=[C:6]([CH:19]=[CH:20][CH:21]=2)[O:7][CH2:8][C:9]2[CH:18]=[CH:17][C:12]([C:13]([O:15][CH3:16])=[O:14])=[CH:11][CH:10]=2)[CH:23]=[CH:24][CH:25]=[CH:26][CH:27]=1. The catalyst is N1C=CC=CC=1. The reactants are Cl.[NH2:2][C@@H:3]([C:22]1[CH:27]=[CH:26][CH:25]=[CH:24][CH:23]=1)[C:4]1[CH:5]=[C:6]([CH:19]=[CH:20][CH:21]=1)[O:7][CH2:8][C:9]1[CH:18]=[CH:17][C:12]([C:13]([O:15][CH3:16])=[O:14])=[CH:11][CH:10]=1.[C:28](Cl)(=[O:38])[O:29][C@@H:30]1[CH:35]2[CH2:36][CH2:37][N:32]([CH2:33][CH2:34]2)[CH2:31]1.O. (5) The product is [CH3:1][O:2][C:3]1[CH:12]=[CH:11][C:10]2[C:9]3[C:8]([CH2:7][CH2:6][C:5]=2[CH:4]=1)=[N:20][N:19]([C:21]1[CH:26]=[CH:25][CH:24]=[CH:23][N:22]=1)[C:13]=3[OH:15]. The yield is 0.570. The reactants are [CH3:1][O:2][C:3]1[CH:4]=[C:5]2[C:10](=[CH:11][CH:12]=1)[CH:9]([C:13]([O:15]CC)=O)[C:8](=O)[CH2:7][CH2:6]2.[NH:19]([C:21]1[CH:26]=[CH:25][CH:24]=[CH:23][N:22]=1)[NH2:20]. No catalyst specified.